From a dataset of Forward reaction prediction with 1.9M reactions from USPTO patents (1976-2016). Predict the product of the given reaction. Given the reactants [CH:1]1([CH2:4][N:5]([CH2:36][CH2:37]O)[C:6]([C:8]2[C:13]([O:14][CH2:15][C:16]3[CH:21]=[CH:20][CH:19]=[CH:18][CH:17]=3)=[C:12]([OH:22])[N:11]=[C:10]([CH2:23][C:24]3([C:29]4[CH:34]=[CH:33][C:32]([Cl:35])=[CH:31][CH:30]=4)[CH2:28][CH2:27][CH2:26][CH2:25]3)[N:9]=2)=[O:7])[CH2:3][CH2:2]1.C1(P(C2C=CC=CC=2)C2C=CC=CC=2)C=CC=CC=1.N(C(OC(C)C)=O)=NC(OC(C)C)=O.CO, predict the reaction product. The product is: [CH2:15]([O:14][C:13]1[C:12](=[O:22])[N:11]=[C:10]([CH2:23][C:24]2([C:29]3[CH:34]=[CH:33][C:32]([Cl:35])=[CH:31][CH:30]=3)[CH2:25][CH2:26][CH2:27][CH2:28]2)[N:9]2[CH2:37][CH2:36][N:5]([CH2:4][CH:1]3[CH2:3][CH2:2]3)[C:6](=[O:7])[C:8]=12)[C:16]1[CH:17]=[CH:18][CH:19]=[CH:20][CH:21]=1.